Dataset: Human Reference Interactome with 51,813 positive PPI pairs across 8,248 proteins, plus equal number of experimentally-validated negative pairs. Task: Binary Classification. Given two protein amino acid sequences, predict whether they physically interact or not. Protein 1 (ENSG00000164488) has sequence MWTPGGPPGSAGWDRRRLGARLRAAFAGLQELQGLRATQQERVRGALALQPPPAPAAPCGPHGLHGPEQQLEAALAALQEQLSRLRQQDIGLKTHLDQLDLQISKLQLDVGTASGEALDSDSRPSSGFYEMSDGGSCSLSTSCASVCSDHISPSLGSLLPVAQAHKARPSMGDWRPRSVDETTVPAWRPQATEEGARPPGSVEDAGQPWGTFWPRPVSTELCNAPGELDMHAPPAGCTSSSLTGVGSGLRGKCGLCGCQLPFCSVNTSSKTKSSGISRQQ*MWTPGGPPGSAGWDRRRLG.... Protein 2 (ENSG00000125877) has sequence MAASLVGKKIVFVTGNAKKLEEVQGPVLVEDTCLCFNALGGLPGPYIKWFLEKLKPEGLHQLLAGFEDKSAYALCTFALSTGDPSQPVRLFRGRTSGRIVAPRGCQDFGWDPCFQPDGYEQTYAEMPKAEKNAVSHRFRALLELQEYFGSLAA*MAASLVGKKIVFVTGNAKKLEEVVQILGDKFPCTLVAQKIDLPEYQGEPDEISIQKCQEAVRQVQGPVLVEDTCLCFNALGGLPGPYIKWFLEKLKPEGLHQLLAGFEDKSAYALCTFALSTGDPSQPVRLFRGRTSGRIVAPRGC.... Result: 0 (the proteins do not interact).